Dataset: Reaction yield outcomes from USPTO patents with 853,638 reactions. Task: Predict the reaction yield, written as a fraction of the theoretical maximum amount of product (1.0 means a 100% yield; for example, 0.34 means a 34% yield). (1) The reactants are C[O:2][C:3]1[CH:12]=[C:11]2[C:6]([C:7]([CH2:24][C:25]3[CH:30]=[CH:29][C:28]([O:31][CH2:32][CH2:33][N:34]4[CH2:38][CH2:37][CH2:36][CH2:35]4)=[CH:27][CH:26]=3)=[C:8]([C:14]3[CH:19]=[CH:18][C:17]([C:20]([F:23])([F:22])[F:21])=[CH:16][CH:15]=3)[C:9](=[O:13])[O:10]2)=[CH:5][C:4]=1[CH3:39].Br.CC(O)=O. The catalyst is CCOC(C)=O. The product is [OH:2][C:3]1[CH:12]=[C:11]2[C:6]([C:7]([CH2:24][C:25]3[CH:30]=[CH:29][C:28]([O:31][CH2:32][CH2:33][N:34]4[CH2:35][CH2:36][CH2:37][CH2:38]4)=[CH:27][CH:26]=3)=[C:8]([C:14]3[CH:19]=[CH:18][C:17]([C:20]([F:21])([F:22])[F:23])=[CH:16][CH:15]=3)[C:9](=[O:13])[O:10]2)=[CH:5][C:4]=1[CH3:39]. The yield is 0.520. (2) The reactants are [CH3:1][O:2][C:3]1[C:13]2[CH2:12][CH2:11][NH:10][CH2:9][CH2:8][C:7]=2[CH:6]=[CH:5][CH:4]=1.[ClH:14].CCCCCCC. The catalyst is C(O)C. The product is [ClH:14].[CH3:1][O:2][C:3]1[C:13]2[CH2:12][CH2:11][NH:10][CH2:9][CH2:8][C:7]=2[CH:6]=[CH:5][CH:4]=1. The yield is 0.630. (3) The reactants are [S:1]([N:11]1[C:19]2[C:14](=[C:15]([CH2:20][N:21]3[C:26]4([CH2:31][CH2:30][NH:29][CH2:28][CH2:27]4)[CH2:25][CH2:24][CH2:23][C:22]3=[O:32])[CH:16]=[CH:17][CH:18]=2)[CH:13]=[CH:12]1)([C:4]1[CH:10]=[CH:9][C:7]([CH3:8])=[CH:6][CH:5]=1)(=[O:3])=[O:2].Cl[C:34]1[N:39]=[C:38]([CH3:40])[CH:37]=[C:36]([CH3:41])[N:35]=1.C1CCN2C(=NCCC2)CC1. The catalyst is CN1C(=O)CCC1. The product is [CH3:41][C:36]1[CH:37]=[C:38]([CH3:40])[N:39]=[C:34]([N:29]2[CH2:30][CH2:31][C:26]3([N:21]([CH2:20][C:15]4[CH:16]=[CH:17][CH:18]=[C:19]5[C:14]=4[CH:13]=[CH:12][N:11]5[S:1]([C:4]4[CH:5]=[CH:6][C:7]([CH3:8])=[CH:9][CH:10]=4)(=[O:2])=[O:3])[C:22](=[O:32])[CH2:23][CH2:24][CH2:25]3)[CH2:27][CH2:28]2)[N:35]=1. The yield is 0.570. (4) The reactants are [NH2:1][C:2]1[CH:7]=[CH:6][C:5]([OH:8])=[CH:4][C:3]=1[N+:9]([O-])=O. The catalyst is [Pd].C(O)C. The product is [NH2:9][C:3]1[CH:4]=[C:5]([OH:8])[CH:6]=[CH:7][C:2]=1[NH2:1]. The yield is 1.00. (5) The reactants are C[O:2][C:3](=[O:24])[C:4]1[CH:9]=[C:8]([C:10]2[S:11][CH:12]=[C:13]([C:15]3[CH:20]=[CH:19][C:18]([Cl:21])=[C:17]([Cl:22])[CH:16]=3)[N:14]=2)[CH:7]=[CH:6][C:5]=1Br.Cl.[N:26]1[CH:31]=[CH:30][CH:29]=[C:28](B(O)O)[C:27]=1[CH3:35]. No catalyst specified. The product is [Cl:22][C:17]1[CH:16]=[C:15]([C:13]2[N:14]=[C:10]([C:8]3[CH:7]=[CH:6][C:5]([C:28]4[C:27]([CH3:35])=[N:26][CH:31]=[CH:30][CH:29]=4)=[C:4]([CH:9]=3)[C:3]([OH:2])=[O:24])[S:11][CH:12]=2)[CH:20]=[CH:19][C:18]=1[Cl:21]. The yield is 0.590. (6) The yield is 0.170. The reactants are [NH2:1][C:2]1[CH:7]=[CH:6][CH:5]=[CH:4][C:3]=1[C:8]1[NH:9][C:10]2[C:15]([CH:16]=1)=[CH:14][CH:13]=[CH:12][CH:11]=2.[OH:17][C:18]1[CH:19]=[C:20]([CH2:25][C:26](O)=[O:27])[CH:21]=[CH:22][C:23]=1[OH:24]. The product is [OH:17][C:18]1[CH:19]=[C:20]([CH2:25][C:26]([NH:1][C:2]2[CH:7]=[CH:6][CH:5]=[CH:4][C:3]=2[C:8]2[NH:9][C:10]3[C:15]([CH:16]=2)=[CH:14][CH:13]=[CH:12][CH:11]=3)=[O:27])[CH:21]=[CH:22][C:23]=1[OH:24]. No catalyst specified. (7) The product is [F:3][C:4]1[CH:9]=[CH:8][C:7]([CH2:10][C:11]2[NH:2][N:1]=[C:13]([C:14]([O:16][CH2:17][CH3:18])=[O:15])[CH:12]=2)=[CH:6][CH:5]=1. The catalyst is C(O)C. The reactants are [NH2:1][NH2:2].[F:3][C:4]1[CH:9]=[CH:8][C:7]([CH2:10][C:11](=O)[CH2:12][C:13](=O)[C:14]([O:16][CH2:17][CH3:18])=[O:15])=[CH:6][CH:5]=1. The yield is 0.508.